The task is: Predict the reaction yield, written as a fraction of the theoretical maximum amount of product (1.0 means a 100% yield; for example, 0.34 means a 34% yield).. This data is from Reaction yield outcomes from USPTO patents with 853,638 reactions. (1) The reactants are [NH:1]1[CH2:4][CH:3]([CH2:5][O:6][C:7]2[CH:16]=[C:15]3[C:10]([CH:11]([C:18]4[CH:23]=[CH:22][C:21]([S:24][CH3:25])=[CH:20][CH:19]=4)[CH2:12][N:13]([CH3:17])[CH2:14]3)=[CH:9][CH:8]=2)[CH2:2]1.[C:26]1(=O)[CH2:29][CH2:28][CH2:27]1.[BH-](OC(C)=O)(OC(C)=O)OC(C)=O.[Na+]. The catalyst is C1COCC1.C(Cl)Cl. The product is [CH:26]1([N:1]2[CH2:4][CH:3]([CH2:5][O:6][C:7]3[CH:16]=[C:15]4[C:10]([CH:11]([C:18]5[CH:19]=[CH:20][C:21]([S:24][CH3:25])=[CH:22][CH:23]=5)[CH2:12][N:13]([CH3:17])[CH2:14]4)=[CH:9][CH:8]=3)[CH2:2]2)[CH2:29][CH2:28][CH2:27]1. The yield is 0.220. (2) The yield is 0.0600. The product is [CH3:14][N:4]1[CH:5]=[C:6]([N:8]2[CH2:12][CH2:11][CH2:10][C:9]2=[O:13])[N:7]=[C:3]1[C:1]#[C:2][C:16]1[CH:17]=[CH:18][C:19]2[N:20]([C:22]([CH3:29])=[C:23]([C:25]([F:26])([F:28])[F:27])[N:24]=2)[N:21]=1. The reactants are [C:1]([C:3]1[N:4]([CH3:14])[CH:5]=[C:6]([N:8]2[CH2:12][CH2:11][CH2:10][C:9]2=[O:13])[N:7]=1)#[CH:2].I[C:16]1[CH:17]=[CH:18][C:19]2[N:20]([C:22]([CH3:29])=[C:23]([C:25]([F:28])([F:27])[F:26])[N:24]=2)[N:21]=1. No catalyst specified. (3) The yield is 0.640. The catalyst is C(Cl)(Cl)(Cl)Cl. The reactants are [N+:1]([C:4]1[CH:9]=[CH:8][CH:7]=[CH:6][C:5]=1[CH2:10][C:11]([O:13][C:14]([CH3:17])([CH3:16])[CH3:15])=[O:12])([O-:3])=[O:2].C1C(=O)N([Br:25])C(=O)C1.CC(N=NC(C#N)(C)C)(C#N)C. The product is [Br:25][CH:10]([C:5]1[CH:6]=[CH:7][CH:8]=[CH:9][C:4]=1[N+:1]([O-:3])=[O:2])[C:11]([O:13][C:14]([CH3:17])([CH3:16])[CH3:15])=[O:12]. (4) The catalyst is C(#N)C. The reactants are Br[CH:2]1[C:7](=[O:8])[CH2:6][CH2:5][N:4]([C:9]([O:11][C:12]([CH3:15])([CH3:14])[CH3:13])=[O:10])[CH2:3]1.[SH:16][CH2:17][C:18]1[CH:27]=[CH:26][C:25]2[C:20](=[CH:21][CH:22]=[CH:23][CH:24]=2)[CH:19]=1.C(=O)([O-])[O-].[K+].[K+]. The yield is 0.610. The product is [CH:19]1[C:20]2[C:25](=[CH:24][CH:23]=[CH:22][CH:21]=2)[CH:26]=[CH:27][C:18]=1[CH2:17][S:16][CH:2]1[C:7](=[O:8])[CH2:6][CH2:5][N:4]([C:9]([O:11][C:12]([CH3:15])([CH3:14])[CH3:13])=[O:10])[CH2:3]1. (5) The yield is 0.870. The catalyst is C1C=CC(P(C2C=CC=CC=2)[C-]2C=CC=C2)=CC=1.C1C=CC(P(C2C=CC=CC=2)[C-]2C=CC=C2)=CC=1.Cl[Pd]Cl.[Fe+2].ClCCl. The product is [CH:21]1([N:16]2[CH2:15][C:14]3([CH2:24][CH2:25][N:11]([S:8]([C:5]4[CH:6]=[CH:7][C:2]([C:34]5[CH:43]=[C:42]6[C:37]([CH:38]=[CH:39][CH:40]=[N:41]6)=[CH:36][CH:35]=5)=[CH:3][CH:4]=4)(=[O:10])=[O:9])[CH2:12][CH2:13]3)[NH:19][CH2:18][C:17]2=[O:20])[CH2:23][CH2:22]1. The reactants are Br[C:2]1[CH:7]=[CH:6][C:5]([S:8]([N:11]2[CH2:25][CH2:24][C:14]3([NH:19][CH2:18][C:17](=[O:20])[N:16]([CH:21]4[CH2:23][CH2:22]4)[CH2:15]3)[CH2:13][CH2:12]2)(=[O:10])=[O:9])=[CH:4][CH:3]=1.CC1(C)C(C)(C)OB([C:34]2[CH:43]=[C:42]3[C:37]([CH:38]=[CH:39][CH:40]=[N:41]3)=[CH:36][CH:35]=2)O1.C(=O)([O-])[O-].[Cs+].[Cs+]. (6) The reactants are [CH3:1][O:2][CH2:3][C@@H:4]1[CH2:8][CH2:7][CH2:6][N:5]1[C:9]([C:11]1[S:19][C:18]2[C:13](=[N:14][CH:15]=[CH:16][C:17]=2[O:20][C:21]2[CH:22]=[CH:23][C:24]3[C:28]([C:29]([O:31]C)=[O:30])=[C:27]([CH3:33])[S:26][C:25]=3[CH:34]=2)[CH:12]=1)=[O:10].O[Li].O. No catalyst specified. The product is [CH3:1][O:2][CH2:3][C@@H:4]1[CH2:8][CH2:7][CH2:6][N:5]1[C:9]([C:11]1[S:19][C:18]2[C:13](=[N:14][CH:15]=[CH:16][C:17]=2[O:20][C:21]2[CH:22]=[CH:23][C:24]3[C:28]([C:29]([OH:31])=[O:30])=[C:27]([CH3:33])[S:26][C:25]=3[CH:34]=2)[CH:12]=1)=[O:10]. The yield is 0.750. (7) The reactants are [F:1][C:2]1[CH:3]=[CH:4][C:5]([C:8]2[C:12](/[CH:13]=[CH:14]/[C:15]3[S:16][C:17]([C:20]([OH:22])=O)=[CH:18][N:19]=3)=[C:11]([CH3:23])[O:10][N:9]=2)=[N:6][CH:7]=1.F[B-](F)(F)F.N1(OC(N(C)C)=[N+](C)C)C2C=CC=CC=2N=N1.C(N(CC)C(C)C)(C)C.[NH2:55][CH:56]1[CH2:61][CH2:60][O:59][CH2:58][CH2:57]1. The catalyst is CN(C=O)C. The product is [O:59]1[CH2:60][CH2:61][CH:56]([NH:55][C:20]([C:17]2[S:16][C:15](/[CH:14]=[CH:13]/[C:12]3[C:8]([C:5]4[CH:4]=[CH:3][C:2]([F:1])=[CH:7][N:6]=4)=[N:9][O:10][C:11]=3[CH3:23])=[N:19][CH:18]=2)=[O:22])[CH2:57][CH2:58]1. The yield is 0.660.